This data is from Reaction yield outcomes from USPTO patents with 853,638 reactions. The task is: Predict the reaction yield, written as a fraction of the theoretical maximum amount of product (1.0 means a 100% yield; for example, 0.34 means a 34% yield). (1) The reactants are [F:1][C:2]1[C:3]([N+:15]([O-])=O)=[C:4]([CH:12]=[CH:13][CH:14]=1)[NH:5][C:6]1[CH:11]=[CH:10][CH:9]=[CH:8][CH:7]=1. The catalyst is [Pd].CO. The product is [F:1][C:2]1[CH:14]=[CH:13][CH:12]=[C:4]([NH:5][C:6]2[CH:11]=[CH:10][CH:9]=[CH:8][CH:7]=2)[C:3]=1[NH2:15]. The yield is 0.470. (2) The product is [Br:54][CH2:1][C:2]1[C:3]([C:26]2[CH:31]=[CH:30][CH:29]=[CH:28][CH:27]=2)=[N:4][C:5]2[C:10]([C:11]=1[C:12]([N:14]([C:43]([O:45][CH3:46])=[O:44])[N:15]([C:20]1[CH:21]=[CH:22][CH:23]=[CH:24][CH:25]=1)[C:16]([O:18][CH3:19])=[O:17])=[O:13])=[CH:9][CH:8]=[CH:7][CH:6]=2. The yield is 0.760. The reactants are [CH3:1][C:2]1[C:3]([C:26]2[CH:31]=[CH:30][CH:29]=[CH:28][CH:27]=2)=[N:4][C:5]2[C:10]([C:11]=1[C:12]([NH:14][N:15]([C:20]1[CH:25]=[CH:24][CH:23]=[CH:22][CH:21]=1)[C:16]([O:18][CH3:19])=[O:17])=[O:13])=[CH:9][CH:8]=[CH:7][CH:6]=2.[Li+].C[Si]([N-][Si](C)(C)C)(C)C.Cl[C:43]([O:45][CH3:46])=[O:44].C1C(=O)N([Br:54])C(=O)C1. The catalyst is C1COCC1.C(Cl)(Cl)(Cl)Cl. (3) The reactants are [C:1]([C:5]1[CH:20]=[CH:19][CH:18]=[CH:17][C:6]=1[O:7][C:8]1[C:13]([N+:14]([O-])=O)=[CH:12][CH:11]=[CH:10][N:9]=1)([CH3:4])([CH3:3])[CH3:2]. The catalyst is CO.C(OCC)(=O)C.[Pd]. The product is [C:1]([C:5]1[CH:20]=[CH:19][CH:18]=[CH:17][C:6]=1[O:7][C:8]1[C:13]([NH2:14])=[CH:12][CH:11]=[CH:10][N:9]=1)([CH3:4])([CH3:2])[CH3:3]. The yield is 1.00. (4) The reactants are [C:1]([C:4]1[CH:9]=[N:8][N:7]2[CH:10]=[C:11]([C:13]([O:15][CH2:16][CH3:17])=[O:14])[CH:12]=[C:6]2[C:5]=1Cl)(=[O:3])[NH2:2].CC[N:21]([CH:25]([CH3:27])[CH3:26])C(C)C.O.CN1C(=O)C[CH2:32][CH2:31]1. No catalyst specified. The product is [C:1]([C:4]1[CH:9]=[N:8][N:7]2[CH:10]=[C:11]([C:13]([O:15][CH2:16][CH3:17])=[O:14])[CH:12]=[C:6]2[C:5]=1[NH:21][C@@H:25]([CH:26]1[CH2:32][CH2:31]1)[CH3:27])(=[O:3])[NH2:2]. The yield is 0.860. (5) The reactants are C([C:3]1[CH:8]=[CH:7][C:6]([C:9]2[CH:14]=[CH:13][CH:12]=[C:11]([C:15]#[N:16])[CH:10]=2)=[CH:5][C:4]=1[B:17]1[O:21]C(C)(C)[C:19](C)(C)[O:18]1)=O.[BH4-].[Na+]. The catalyst is CO. The product is [OH:21][B:17]1[C:4]2[CH:5]=[C:6]([C:9]3[CH:10]=[C:11]([CH:12]=[CH:13][CH:14]=3)[C:15]#[N:16])[CH:7]=[CH:8][C:3]=2[CH2:19][O:18]1. The yield is 0.850.